This data is from Aqueous solubility values for 9,982 compounds from the AqSolDB database. The task is: Regression/Classification. Given a drug SMILES string, predict its absorption, distribution, metabolism, or excretion properties. Task type varies by dataset: regression for continuous measurements (e.g., permeability, clearance, half-life) or binary classification for categorical outcomes (e.g., BBB penetration, CYP inhibition). For this dataset (solubility_aqsoldb), we predict Y. (1) The compound is CC1CCC2C(C)C(=O)OCC12. The Y is -1.92 log mol/L. (2) The compound is CCN(Cc1ccncc1)C(=O)C(CO)c1ccccc1. The Y is -1.70 log mol/L. (3) The molecule is CN1CCN(c2cc3c(cc2F)c(=O)c(C(=O)O)cn3-c2ccc(F)cc2)CC1. The Y is -3.82 log mol/L. (4) The compound is O=C([O-])CN(CCN(CC(=O)[O-])CC(=O)[O-])CC(=O)[O-].[Fe+3].[Na+]. The Y is -0.707 log mol/L. (5) The compound is CCc1cccc(C)c1N(COC(C)C)C(=O)CCl. The Y is -3.19 log mol/L. (6) The drug is O=C(c1ccc(Oc2ccccc2)cc1)c1ccc(C(=O)c2ccc(Oc3ccccc3)cc2)cc1. The Y is -7.97 log mol/L.